Dataset: Forward reaction prediction with 1.9M reactions from USPTO patents (1976-2016). Task: Predict the product of the given reaction. Given the reactants [NH2:1][CH2:2][C:3]1[CH:8]=[CH:7][CH:6]=[CH:5][N:4]=1.[C:9](O[C:9]([O:11][C:12]([CH3:15])([CH3:14])[CH3:13])=[O:10])([O:11][C:12]([CH3:15])([CH3:14])[CH3:13])=[O:10], predict the reaction product. The product is: [N:4]1[CH:5]=[CH:6][CH:7]=[CH:8][C:3]=1[CH2:2][NH:1][C:9](=[O:10])[O:11][C:12]([CH3:15])([CH3:14])[CH3:13].